Dataset: Catalyst prediction with 721,799 reactions and 888 catalyst types from USPTO. Task: Predict which catalyst facilitates the given reaction. Reactant: [CH3:1][C:2]1[CH:7]=[CH:6][C:5]([N+:8]([O-])=O)=[CH:4][C:3]=1[N:11]1[CH2:34][CH2:33][C:14]2[N:15]=[C:16]([NH:19][C:20]3[CH:25]=[CH:24][C:23]([N:26]4[CH2:31][CH2:30][N:29]([CH3:32])[CH2:28][CH2:27]4)=[CH:22][CH:21]=3)[N:17]=[CH:18][C:13]=2[C:12]1=[O:35].C1COCC1. Product: [NH2:8][C:5]1[CH:6]=[CH:7][C:2]([CH3:1])=[C:3]([N:11]2[CH2:34][CH2:33][C:14]3[N:15]=[C:16]([NH:19][C:20]4[CH:25]=[CH:24][C:23]([N:26]5[CH2:27][CH2:28][N:29]([CH3:32])[CH2:30][CH2:31]5)=[CH:22][CH:21]=4)[N:17]=[CH:18][C:13]=3[C:12]2=[O:35])[CH:4]=1. The catalyst class is: 43.